The task is: Binary Classification. Given a T-cell receptor sequence (or CDR3 region) and an epitope sequence, predict whether binding occurs between them.. This data is from TCR-epitope binding with 47,182 pairs between 192 epitopes and 23,139 TCRs. (1) The epitope is KTSVDCTMYI. The TCR CDR3 sequence is CASSSRTNPTYEQYF. Result: 0 (the TCR does not bind to the epitope). (2) The epitope is KPLEFGATSAAL. The TCR CDR3 sequence is CASSHPGQGASGELFF. Result: 1 (the TCR binds to the epitope).